This data is from Full USPTO retrosynthesis dataset with 1.9M reactions from patents (1976-2016). The task is: Predict the reactants needed to synthesize the given product. (1) Given the product [O:13]1[CH:12]=[CH:11][CH:10]=[C:9]1[CH2:8][NH:14][C:6]([NH:5][S:2](=[O:4])(=[O:3])[NH:15][C:16]1[CH:44]=[CH:43][C:19]2[NH:20][C:21]([C:26]3[C:27](=[O:42])[N:28]([CH2:37][CH2:38][CH:39]([CH3:41])[CH3:40])[C:29]4[C:34]([C:35]=3[OH:36])=[CH:33][CH:32]=[CH:31][N:30]=4)=[N:22][S:23](=[O:25])(=[O:24])[C:18]=2[CH:17]=1)=[O:7], predict the reactants needed to synthesize it. The reactants are: Cl[S:2]([N:5]=[C:6]=[O:7])(=[O:4])=[O:3].[CH2:8]([NH2:14])[C:9]1[O:13][CH:12]=[CH:11][CH:10]=1.[NH2:15][C:16]1[CH:44]=[CH:43][C:19]2[NH:20][C:21]([C:26]3[C:27](=[O:42])[N:28]([CH2:37][CH2:38][CH:39]([CH3:41])[CH3:40])[C:29]4[C:34]([C:35]=3[OH:36])=[CH:33][CH:32]=[CH:31][N:30]=4)=[N:22][S:23](=[O:25])(=[O:24])[C:18]=2[CH:17]=1.C(N(CC)CC)C. (2) Given the product [OH:1][C:2]1[CH:11]=[C:10]2[C:5]([C:6]([C:23]([O:25][CH3:30])=[O:24])=[C:7]([CH3:22])[C:8]([C:12]3[CH:17]=[CH:16][CH:15]=[C:14]([C:18]([F:20])([F:21])[F:19])[CH:13]=3)=[N:9]2)=[CH:4][C:3]=1[S:26]([CH3:29])(=[O:28])=[O:27], predict the reactants needed to synthesize it. The reactants are: [OH:1][C:2]1[CH:11]=[C:10]2[C:5]([C:6]([C:23]([OH:25])=[O:24])=[C:7]([CH3:22])[C:8]([C:12]3[CH:17]=[CH:16][CH:15]=[C:14]([C:18]([F:21])([F:20])[F:19])[CH:13]=3)=[N:9]2)=[CH:4][C:3]=1[S:26]([CH3:29])(=[O:28])=[O:27].[C:30](Cl)(=O)C(Cl)=O.CO. (3) Given the product [Br:8][C:9]1[CH:10]=[C:11]([CH2:21][C:22]([N:40]2[CH2:39][CH2:38][CH:37]([N:29]3[C:30]4[C:31](=[N:32][CH:33]=[CH:34][CH:35]=4)[NH:36][C:28]3=[O:27])[CH2:42][CH2:41]2)=[O:24])[C:12](=[O:20])[N:13]([CH2:15][C:16]([F:17])([F:18])[F:19])[CH:14]=1, predict the reactants needed to synthesize it. The reactants are: C(N(CC)CC)C.[Br:8][C:9]1[CH:10]=[C:11]([CH2:21][C:22]([OH:24])=O)[C:12](=[O:20])[N:13]([CH2:15][C:16]([F:19])([F:18])[F:17])[CH:14]=1.Cl.Cl.[O:27]=[C:28]1[NH:36][C:31]2=[N:32][CH:33]=[CH:34][CH:35]=[C:30]2[N:29]1[CH:37]1[CH2:42][CH2:41][NH:40][CH2:39][CH2:38]1.C(Cl)CCl.C1C=NC2N(O)N=NC=2C=1.C(=O)(O)[O-].[Na+]. (4) Given the product [CH2:21]([O:20][C:14]1[C:13]2[CH:12]=[C:11]([C:8]3[N:6]4[N:7]=[C:2]([N:24]([CH3:23])[CH2:25][CH:26]([C:28]5[CH:33]=[CH:32][CH:31]=[CH:30][CH:29]=5)[OH:27])[CH:3]=[CH:4][C:5]4=[N:10][CH:9]=3)[O:19][C:18]=2[CH:17]=[CH:16][N:15]=1)[CH3:22], predict the reactants needed to synthesize it. The reactants are: Cl[C:2]1[CH:3]=[CH:4][C:5]2[N:6]([C:8]([C:11]3[O:19][C:18]4[CH:17]=[CH:16][N:15]=[C:14]([O:20][CH2:21][CH3:22])[C:13]=4[CH:12]=3)=[CH:9][N:10]=2)[N:7]=1.[CH3:23][NH:24][CH2:25][CH:26]([C:28]1[CH:33]=[CH:32][CH:31]=[CH:30][CH:29]=1)[OH:27].CC1(C)C2C(=C(P(C3C=CC=CC=3)C3C=CC=CC=3)C=CC=2)OC2C(P(C3C=CC=CC=3)C3C=CC=CC=3)=CC=CC1=2.CC([O-])(C)C.[Na+].